This data is from Peptide-MHC class II binding affinity with 134,281 pairs from IEDB. The task is: Regression. Given a peptide amino acid sequence and an MHC pseudo amino acid sequence, predict their binding affinity value. This is MHC class II binding data. (1) The peptide sequence is NTLYLQMNSLRAEDT. The MHC is DRB1_1101 with pseudo-sequence DRB1_1101. The binding affinity (normalized) is 0.129. (2) The MHC is DRB3_0202 with pseudo-sequence DRB3_0202. The binding affinity (normalized) is 0.246. The peptide sequence is IEFRFYKEITNVFRG. (3) The peptide sequence is VTARWLWGFLSRNKK. The MHC is DRB1_1501 with pseudo-sequence DRB1_1501. The binding affinity (normalized) is 0.697.